The task is: Predict the reactants needed to synthesize the given product.. This data is from Full USPTO retrosynthesis dataset with 1.9M reactions from patents (1976-2016). (1) Given the product [Br:1][C:2]1[CH:11]=[CH:10][C:9]2[N:8]=[CH:7][C:6]3[NH:12][C:13](=[O:36])[CH2:14][N:15]([C:16]4[CH:21]=[CH:20][C:19]([N:22]5[CH2:23][CH2:24][CH:25]([C:28]([NH:48][CH:45]6[CH2:46][CH2:47][N:42]([CH3:41])[CH2:43][CH2:44]6)=[O:30])[CH2:26][CH2:27]5)=[C:18]([C:32]([F:33])([F:34])[F:35])[CH:17]=4)[C:5]=3[C:4]=2[CH:3]=1, predict the reactants needed to synthesize it. The reactants are: [Br:1][C:2]1[CH:11]=[CH:10][C:9]2[N:8]=[CH:7][C:6]3[NH:12][C:13](=[O:36])[CH2:14][N:15]([C:16]4[CH:21]=[CH:20][C:19]([N:22]5[CH2:27][CH2:26][CH:25]([C:28]([O:30]C)=O)[CH2:24][CH2:23]5)=[C:18]([C:32]([F:35])([F:34])[F:33])[CH:17]=4)[C:5]=3[C:4]=2[CH:3]=1.O.[OH-].[Li+].Cl.[CH3:41][N:42]1[CH2:47][CH2:46][CH:45]([NH2:48])[CH2:44][CH2:43]1.F[P-](F)(F)(F)(F)F.N1(OC(N(C)C)=[N+](C)C)C2N=CC=CC=2N=N1.CCN(C(C)C)C(C)C. (2) Given the product [C:13]1([C:27]2[CH:28]=[CH:29][CH:30]=[CH:31][CH:32]=2)[CH:14]=[CH:15][C:16]([CH2:19][CH2:20][CH2:21][CH2:22][CH2:23][CH2:24][CH2:25][N:26]=[C:5]=[O:11])=[CH:17][CH:18]=1, predict the reactants needed to synthesize it. The reactants are: ClC(Cl)(O[C:5](=[O:11])OC(Cl)(Cl)Cl)Cl.[C:13]1([C:27]2[CH:32]=[CH:31][CH:30]=[CH:29][CH:28]=2)[CH:18]=[CH:17][C:16]([CH2:19][CH2:20][CH2:21][CH2:22][CH2:23][CH2:24][CH2:25][NH2:26])=[CH:15][CH:14]=1.CCN(C(C)C)C(C)C.